From a dataset of Reaction yield outcomes from USPTO patents with 853,638 reactions. Predict the reaction yield, written as a fraction of the theoretical maximum amount of product (1.0 means a 100% yield; for example, 0.34 means a 34% yield). (1) The reactants are [CH:1]1([CH2:4][OH:5])[CH2:3][CH2:2]1.[H-].[Na+].Br[C:9]1[C:10]([NH2:16])=[N:11][CH:12]=[C:13]([Br:15])[N:14]=1. The catalyst is CS(C)=O. The product is [Br:15][C:13]1[N:14]=[C:9]([O:5][CH2:4][CH:1]2[CH2:3][CH2:2]2)[C:10]([NH2:16])=[N:11][CH:12]=1. The yield is 0.725. (2) The reactants are [Br:1][C:2]1[CH:3]=[CH:4][C:5]([NH:8][C:9]([C:11]2[C:16]([NH:17][C:18]([C:20]3[CH:25]=[CH:24][C:23]([C:26]#[N:27])=[CH:22][CH:21]=3)=[O:19])=[C:15]([O:28][CH3:29])[C:14]([O:30][CH3:31])=[C:13]([O:32][CH3:33])[CH:12]=2)=[O:10])=[N:6][CH:7]=1.Cl.[CH3:35][NH:36][CH2:37][CH2:38]N. The catalyst is CO.C(OCC)(=O)C. The product is [Br:1][C:2]1[CH:3]=[CH:4][C:5]([NH:8][C:9]([C:11]2[C:16]([NH:17][C:18]([C:20]3[CH:25]=[CH:24][C:23]([C:26]4[N:36]([CH3:35])[CH2:37][CH2:38][N:27]=4)=[CH:22][CH:21]=3)=[O:19])=[C:15]([O:28][CH3:29])[C:14]([O:30][CH3:31])=[C:13]([O:32][CH3:33])[CH:12]=2)=[O:10])=[N:6][CH:7]=1. The yield is 0.320. (3) The reactants are [Cl:1][C:2]1[CH:7]=[CH:6][C:5]([C:8]2[S:9][C:10]3[N:11]=[C:12]([NH2:23])[N:13]=[C:14]([N:17]4[CH2:22][CH2:21][NH:20][CH2:19][CH2:18]4)[C:15]=3[N:16]=2)=[CH:4][CH:3]=1.[CH3:24][O:25][C:26]1[CH:36]=[CH:35][C:29]([O:30][CH2:31][C:32](O)=[O:33])=[CH:28][CH:27]=1. No catalyst specified. The product is [NH2:23][C:12]1[N:13]=[C:14]([N:17]2[CH2:18][CH2:19][N:20]([C:32](=[O:33])[CH2:31][O:30][C:29]3[CH:35]=[CH:36][C:26]([O:25][CH3:24])=[CH:27][CH:28]=3)[CH2:21][CH2:22]2)[C:15]2[N:16]=[C:8]([C:5]3[CH:6]=[CH:7][C:2]([Cl:1])=[CH:3][CH:4]=3)[S:9][C:10]=2[N:11]=1. The yield is 0.630. (4) The reactants are [NH2:1][C@:2]12[CH2:37][CH2:36][C@@H:35]([C:38]([CH3:40])=[CH2:39])[C@@H:3]1[C@@H:4]1[C@@:17]([CH3:20])([CH2:18][CH2:19]2)[C@@:16]2([CH3:21])[C@@H:7]([C@:8]3([CH3:34])[C@@H:13]([CH2:14][CH2:15]2)[C:12]([CH3:23])([CH3:22])[C:11]([C:24]2[CH:33]=[CH:32][C:27]([C:28]([O:30]C)=[O:29])=[CH:26][CH:25]=2)=[CH:10][CH2:9]3)[CH2:6][CH2:5]1.CN(C)CCC(N[C@]12CC[C@@H](C(C)=C)[C@@H]1[C@@H]1[C@@](C)(CC2)[C@@]2(C)[C@@H]([C@]3(C)[C@@H](CC2)C(C)(C)C(C2C=CC(C(O)=O)=CC=2)=CC3)CC1)=O.[C:87]([O:91][C:92]([N:94]1[CH2:98][C:97]([F:100])([F:99])[CH2:96][C@H:95]1[C:101]([OH:103])=O)=[O:93])([CH3:90])([CH3:89])[CH3:88]. No catalyst specified. The product is [C:87]([O:91][C:92]([N:94]1[CH2:98][C:97]([F:99])([F:100])[CH2:96][C@H:95]1[C:101]([NH:1][C@:2]12[CH2:37][CH2:36][C@@H:35]([C:38]([CH3:40])=[CH2:39])[C@@H:3]1[C@@H:4]1[C@@:17]([CH3:20])([CH2:18][CH2:19]2)[C@@:16]2([CH3:21])[C@@H:7]([C@:8]3([CH3:34])[C@@H:13]([CH2:14][CH2:15]2)[C:12]([CH3:23])([CH3:22])[C:11]([C:24]2[CH:25]=[CH:26][C:27]([C:28]([OH:30])=[O:29])=[CH:32][CH:33]=2)=[CH:10][CH2:9]3)[CH2:6][CH2:5]1)=[O:103])=[O:93])([CH3:88])([CH3:89])[CH3:90]. The yield is 0.290. (5) The reactants are C(O[C:4](=[O:14])[CH2:5][C:6](=O)[C:7]1[CH:12]=[CH:11][CH:10]=[CH:9][CH:8]=1)C.[CH2:15]([O:17][C:18]([C:20]1[NH:21][N:22]=[C:23]([NH2:25])[CH:24]=1)=[O:19])[CH3:16]. The catalyst is C(O)(=O)C. The product is [CH2:15]([O:17][C:18]([C:20]1[CH:24]=[C:23]2[NH:25][C:6]([C:7]3[CH:8]=[CH:9][CH:10]=[CH:11][CH:12]=3)=[CH:5][C:4](=[O:14])[N:22]2[N:21]=1)=[O:19])[CH3:16]. The yield is 0.560. (6) The reactants are I[CH2:2][CH2:3][CH2:4][Si:5]([CH3:35])([CH3:34])[CH2:6][CH2:7][C:8]1[C:20]2[CH2:19][N:18]3[C:13](=[CH:14][C:15]4[C@:25]([CH2:27][CH3:28])([OH:26])[C:24](=[O:29])[O:23][CH2:22][C:16]=4[C:17]3=[O:21])[C:12]=2[N:11]=[C:10]2[CH:30]=[CH:31][CH:32]=[CH:33][C:9]=12.C[O:37][C:38]1[CH:43]=[CH:42][CH:41]=[CH:40][N:39]=1. The catalyst is CN(C)C=O. The product is [CH3:34][Si:5]([CH3:35])([CH2:4][CH2:3][CH2:2][N:39]1[CH:40]=[CH:41][CH:42]=[CH:43][C:38]1=[O:37])[CH2:6][CH2:7][C:8]1[C:20]2[CH2:19][N:18]3[C:13](=[CH:14][C:15]4[C@:25]([CH2:27][CH3:28])([OH:26])[C:24](=[O:29])[O:23][CH2:22][C:16]=4[C:17]3=[O:21])[C:12]=2[N:11]=[C:10]2[CH:30]=[CH:31][CH:32]=[CH:33][C:9]=12. The yield is 0.600. (7) The reactants are CO[CH:3](OC)[C:4](=[N:7][OH:8])[C:5]#[N:6].Cl.[C:12]([NH:16][NH2:17])([CH3:15])([CH3:14])[CH3:13].Cl.N. The catalyst is O.CO. The yield is 0.552. The product is [NH2:6][C:5]1[N:16]([C:12]([CH3:15])([CH3:14])[CH3:13])[N:17]=[CH:3][C:4]=1[N:7]=[O:8].